Dataset: Peptide-MHC class I binding affinity with 185,985 pairs from IEDB/IMGT. Task: Regression. Given a peptide amino acid sequence and an MHC pseudo amino acid sequence, predict their binding affinity value. This is MHC class I binding data. (1) The peptide sequence is LLILSCIFA. The MHC is HLA-A02:01 with pseudo-sequence HLA-A02:01. The binding affinity (normalized) is 0.628. (2) The peptide sequence is PAHLINKLL. The binding affinity (normalized) is 0.120. The MHC is HLA-A02:03 with pseudo-sequence HLA-A02:03. (3) The peptide sequence is RPQLWRYRW. The MHC is HLA-A69:01 with pseudo-sequence HLA-A69:01. The binding affinity (normalized) is 0.0847. (4) The peptide sequence is AVPVHWVPTS. The MHC is HLA-A30:01 with pseudo-sequence HLA-A30:01. The binding affinity (normalized) is 0.144. (5) The peptide sequence is MRMCHEGI. The binding affinity (normalized) is 0. The MHC is H-2-Db with pseudo-sequence H-2-Db. (6) The peptide sequence is FLLTRILTI. The MHC is HLA-A02:03 with pseudo-sequence HLA-A02:03. The binding affinity (normalized) is 0.485. (7) The peptide sequence is NYVHCFRKPH. The MHC is HLA-A31:01 with pseudo-sequence HLA-A31:01. The binding affinity (normalized) is 0.132.